From a dataset of Peptide-MHC class II binding affinity with 134,281 pairs from IEDB. Regression. Given a peptide amino acid sequence and an MHC pseudo amino acid sequence, predict their binding affinity value. This is MHC class II binding data. (1) The peptide sequence is VVAVGLRVVCAK. The MHC is DRB3_0101 with pseudo-sequence DRB3_0101. The binding affinity (normalized) is 0. (2) The peptide sequence is YDTFLANVSTVLTGK. The MHC is DRB1_0701 with pseudo-sequence DRB1_0701. The binding affinity (normalized) is 0.657. (3) The peptide sequence is AFKVAATAANAHPAN. The MHC is HLA-DPA10103-DPB10301 with pseudo-sequence HLA-DPA10103-DPB10301. The binding affinity (normalized) is 0.605. (4) The peptide sequence is LRIAAKIYSEADEAW. The MHC is DRB3_0101 with pseudo-sequence DRB3_0101. The binding affinity (normalized) is 0.159. (5) The binding affinity (normalized) is 0.277. The MHC is DRB1_0404 with pseudo-sequence DRB1_0404. The peptide sequence is DTFRKLFRRYSNFLR. (6) The peptide sequence is GTVANGVLQTFMRMA. The MHC is DRB1_0901 with pseudo-sequence DRB1_0901. The binding affinity (normalized) is 0.402. (7) The peptide sequence is IMRIKKLTITGKGTL. The MHC is DRB1_1302 with pseudo-sequence DRB1_1302. The binding affinity (normalized) is 0.399. (8) The peptide sequence is QENWNTSIKTLKFDA. The MHC is DRB5_0101 with pseudo-sequence DRB5_0101. The binding affinity (normalized) is 0.476. (9) The peptide sequence is EKQLAEVVDNTITPLMK. The MHC is DRB1_0101 with pseudo-sequence DRB1_0101. The binding affinity (normalized) is 0. (10) The peptide sequence is LWSPRERLVLTLGAA. The MHC is HLA-DQA10201-DQB10301 with pseudo-sequence HLA-DQA10201-DQB10301. The binding affinity (normalized) is 0.456.